Dataset: Reaction yield outcomes from USPTO patents with 853,638 reactions. Task: Predict the reaction yield, written as a fraction of the theoretical maximum amount of product (1.0 means a 100% yield; for example, 0.34 means a 34% yield). (1) The catalyst is O1CCCC1. The reactants are [C:1]([O:5][C:6](=[O:19])[NH:7][C:8]1[CH:13]=[CH:12][CH:11]=[C:10]([O:14][CH2:15][CH2:16][CH2:17][CH3:18])[CH:9]=1)([CH3:4])([CH3:3])[CH3:2].[Li]C(C)(C)C.[C:25](=[O:27])=[O:26].Cl. The yield is 0.250. The product is [CH2:15]([O:14][C:10]1[CH:11]=[CH:12][CH:13]=[C:8]([NH:7][C:6]([O:5][C:1]([CH3:4])([CH3:3])[CH3:2])=[O:19])[C:9]=1[C:25]([OH:27])=[O:26])[CH2:16][CH2:17][CH3:18]. (2) The reactants are [Br:1][C:2]1[CH:3]=[CH:4][C:5](/[CH:8]=[N:9]/[S@@:10]([C:12]([CH3:15])([CH3:14])[CH3:13])=[O:11])=[N:6][CH:7]=1.[CH3:16][Mg+].[Br-]. The catalyst is C(Cl)Cl. The product is [Br:1][C:2]1[CH:3]=[CH:4][C:5]([C@H:8]([NH:9][S@@:10]([C:12]([CH3:15])([CH3:14])[CH3:13])=[O:11])[CH3:16])=[N:6][CH:7]=1. The yield is 0.840. (3) The reactants are [NH2:1][C:2]1[C:3](=[O:14])[NH:4][C:5](=[S:13])[N:6]([CH2:9][CH:10]([CH3:12])[CH3:11])[C:7]=1[NH2:8].[CH2:15](C(CC)(CC)C([O-])([O-])[O-])[CH3:16]. No catalyst specified. The product is [CH2:9]([N:6]1[C:7]2[N:8]=[C:15]([CH3:16])[NH:1][C:2]=2[C:3](=[O:14])[NH:4][C:5]1=[S:13])[CH:10]([CH3:11])[CH3:12]. The yield is 0.950.